From a dataset of Full USPTO retrosynthesis dataset with 1.9M reactions from patents (1976-2016). Predict the reactants needed to synthesize the given product. (1) Given the product [CH3:31][C@H:32]1[NH:33][C@@H:34]([CH3:38])[CH2:35][N:36]([C:2]2[N:3]([CH2:25][CH:26]3[CH2:30][CH2:29][O:28][CH2:27]3)[C:4]3[C:9]([N:10]=2)=[C:8]([N:11]2[CH2:16][CH2:15][O:14][CH2:13][CH2:12]2)[N:7]=[C:6]([C:17]2[CH:18]=[N:19][C:20]([NH:23][CH3:24])=[N:21][CH:22]=2)[N:5]=3)[CH2:37]1, predict the reactants needed to synthesize it. The reactants are: Cl[C:2]1[N:3]([CH2:25][CH:26]2[CH2:30][CH2:29][O:28][CH2:27]2)[C:4]2[C:9]([N:10]=1)=[C:8]([N:11]1[CH2:16][CH2:15][O:14][CH2:13][CH2:12]1)[N:7]=[C:6]([C:17]1[CH:18]=[N:19][C:20]([NH:23][CH3:24])=[N:21][CH:22]=1)[N:5]=2.[CH3:31][C@H:32]1[CH2:37][NH:36][CH2:35][C@@H:34]([CH3:38])[NH:33]1. (2) Given the product [CH2:3]([O:4][C:14]1[CH:15]=[CH:16][CH:17]=[C:10]([N+:7]([O-:9])=[O:8])[C:11]=1[C:12]#[N:13])[C:2]([CH3:6])([CH3:5])[CH3:1], predict the reactants needed to synthesize it. The reactants are: [CH3:1][C:2]([CH3:6])([CH3:5])[CH2:3][OH:4].[N+:7]([C:10]1[CH:17]=[CH:16][CH:15]=[C:14]([N+]([O-])=O)[C:11]=1[C:12]#[N:13])([O-:9])=[O:8]. (3) Given the product [CH2:1]([N:8]1[C:16]([Br:17])=[N:15][C:14]2[C:9]1=[N:10][CH:11]=[N:12][CH:13]=2)[C:2]1[CH:3]=[CH:4][CH:5]=[CH:6][CH:7]=1, predict the reactants needed to synthesize it. The reactants are: [CH2:1]([N:8]1[CH:16]=[N:15][C:14]2[C:9]1=[N:10][CH:11]=[N:12][CH:13]=2)[C:2]1[CH:7]=[CH:6][CH:5]=[CH:4][CH:3]=1.[Br:17]NC(=O)CCC(N)=O. (4) Given the product [F:7][CH:8]([CH2:14][CH:15]1[CH2:16][CH2:17][CH:18]([CH2:21][CH2:22][CH3:23])[CH2:19][CH2:20]1)[CH2:9][OH:10], predict the reactants needed to synthesize it. The reactants are: [H-].[Al+3].[Li+].[H-].[H-].[H-].[F:7][CH:8]([CH2:14][CH:15]1[CH2:20][CH2:19][CH:18]([CH2:21][CH2:22][CH3:23])[CH2:17][CH2:16]1)[C:9](OCC)=[O:10].Cl.C(OCC)(=O)C. (5) The reactants are: [CH3:1][O:2][C:3]1[CH:8]=[CH:7][C:6]([NH:9][S:10]([CH3:13])(=[O:12])=[O:11])=[C:5]([CH3:14])[CH:4]=1.[H-].[Na+].[CH3:17]I. Given the product [CH3:1][O:2][C:3]1[CH:8]=[CH:7][C:6]([N:9]([CH3:17])[S:10]([CH3:13])(=[O:12])=[O:11])=[C:5]([CH3:14])[CH:4]=1, predict the reactants needed to synthesize it. (6) Given the product [Si:1]([O:8][CH2:9][C:10]1[N:15]=[CH:14][C:13]2[N:16]=[CH:17][N:18]([C:19]3[S:23][C:22]([C:24]([O:26][CH3:27])=[O:25])=[C:21]([O:28][C@H:37]([C:32]4[CH:33]=[CH:34][CH:35]=[CH:36][C:31]=4[C:30]([F:29])([F:40])[F:41])[CH3:38])[CH:20]=3)[C:12]=2[CH:11]=1)([C:4]([CH3:5])([CH3:6])[CH3:7])([CH3:2])[CH3:3], predict the reactants needed to synthesize it. The reactants are: [Si:1]([O:8][CH2:9][C:10]1[N:15]=[CH:14][C:13]2[N:16]=[CH:17][N:18]([C:19]3[S:23][C:22]([C:24]([O:26][CH3:27])=[O:25])=[C:21]([OH:28])[CH:20]=3)[C:12]=2[CH:11]=1)([C:4]([CH3:7])([CH3:6])[CH3:5])([CH3:3])[CH3:2].[F:29][C:30]([F:41])([F:40])[C:31]1[CH:36]=[CH:35][CH:34]=[CH:33][C:32]=1[C@H:37](O)[CH3:38].C1(P(C2C=CC=CC=2)C2C=CC=CC=2)C=CC=CC=1.N(C(OC(C)(C)C)=O)=NC(OC(C)(C)C)=O.